From a dataset of Peptide-MHC class II binding affinity with 134,281 pairs from IEDB. Regression. Given a peptide amino acid sequence and an MHC pseudo amino acid sequence, predict their binding affinity value. This is MHC class II binding data. The peptide sequence is VFILDGDNLFPKV. The MHC is HLA-DQA10501-DQB10201 with pseudo-sequence HLA-DQA10501-DQB10201. The binding affinity (normalized) is 0.561.